Task: Predict the product of the given reaction.. Dataset: Forward reaction prediction with 1.9M reactions from USPTO patents (1976-2016) (1) Given the reactants [CH2:1]([NH:8][C:9]1[N:14]2[N:15]=[CH:16][C:17]([C:18]([NH:20][S:21]([CH3:24])(=[O:23])=[O:22])=[O:19])=[C:13]2[N:12]=[CH:11][C:10]=1[C:25]([N:27]1[CH2:32][CH2:31][C:30]2([C:40]3[C:35](=[CH:36][CH:37]=[CH:38][CH:39]=3)[N:34](C(OC(C)(C)C)=O)[CH2:33]2)[CH2:29][CH2:28]1)=[O:26])[C:2]1[CH:7]=[CH:6][CH:5]=[CH:4][CH:3]=1, predict the reaction product. The product is: [CH2:1]([NH:8][C:9]1[N:14]2[N:15]=[CH:16][C:17]([C:18]([NH:20][S:21]([CH3:24])(=[O:22])=[O:23])=[O:19])=[C:13]2[N:12]=[CH:11][C:10]=1[C:25]([N:27]1[CH2:32][CH2:31][C:30]2([C:40]3[C:35](=[CH:36][CH:37]=[CH:38][CH:39]=3)[NH:34][CH2:33]2)[CH2:29][CH2:28]1)=[O:26])[C:2]1[CH:3]=[CH:4][CH:5]=[CH:6][CH:7]=1. (2) The product is: [N:35]1([CH2:34][CH2:33][NH:32][C:27]2[N:26]=[C:25]([C:23]3[S:22][C:21]4[C:16]([C:15]5[C:10]([CH2:9][NH:7][CH3:6])=[CH:11][N:12]=[C:13]([F:40])[CH:14]=5)=[CH:17][CH:18]=[CH:19][C:20]=4[CH:24]=3)[C:30]([F:31])=[CH:29][N:28]=2)[CH:39]=[CH:38][N:37]=[N:36]1. Given the reactants C(O[C:6](=O)[N:7]([CH2:9][C:10]1[CH:11]=[N:12][C:13]([F:40])=[CH:14][C:15]=1[C:16]1[C:21]2[S:22][C:23]([C:25]3[C:30]([F:31])=[CH:29][N:28]=[C:27]([NH:32][CH2:33][CH2:34][N:35]4[CH:39]=[CH:38][N:37]=[N:36]4)[N:26]=3)=[CH:24][C:20]=2[CH:19]=[CH:18][CH:17]=1)C)(C)(C)C.C(O)(C(F)(F)F)=O, predict the reaction product. (3) Given the reactants [C:1]([C:3]1[CH:8]=[CH:7][C:6]([N:9]2[CH2:18][CH2:17][C:16]3[C:15]([NH:19][C:20]4[CH:42]=[CH:41][C:23]([O:24][CH2:25][CH2:26][CH2:27][N:28]5[CH2:33][CH2:32][N:31](C(OC(C)(C)C)=O)[CH2:30][CH2:29]5)=[CH:22][CH:21]=4)=[N:14][CH:13]=[N:12][C:11]=3[CH2:10]2)=[CH:5][C:4]=1[C:43]([F:46])([F:45])[F:44])#[N:2].Cl.CO.C(N(CC)CC)C.[CH3:57][S:58](Cl)(=[O:60])=[O:59], predict the reaction product. The product is: [CH3:57][S:58]([N:31]1[CH2:32][CH2:33][N:28]([CH2:27][CH2:26][CH2:25][O:24][C:23]2[CH:41]=[CH:42][C:20]([NH:19][C:15]3[C:16]4[CH2:17][CH2:18][N:9]([C:6]5[CH:7]=[CH:8][C:3]([C:1]#[N:2])=[C:4]([C:43]([F:46])([F:45])[F:44])[CH:5]=5)[CH2:10][C:11]=4[N:12]=[CH:13][N:14]=3)=[CH:21][CH:22]=2)[CH2:29][CH2:30]1)(=[O:60])=[O:59]. (4) Given the reactants [N:1]1([C:7]2[CH:12]=[CH:11][C:10]([NH2:13])=[CH:9][N:8]=2)[CH2:6][CH2:5][CH2:4][CH2:3][CH2:2]1.N1C=CC=CC=1.[C:20]1([O:26][C:27](Cl)=[O:28])[CH:25]=[CH:24][CH:23]=[CH:22][CH:21]=1.O, predict the reaction product. The product is: [C:20]1([O:26][C:27](=[O:28])[NH:13][C:10]2[CH:11]=[CH:12][C:7]([N:1]3[CH2:2][CH2:3][CH2:4][CH2:5][CH2:6]3)=[N:8][CH:9]=2)[CH:25]=[CH:24][CH:23]=[CH:22][CH:21]=1. (5) Given the reactants [NH2:1][C:2]1[CH:3]=[C:4]([CH2:9][CH2:10][CH2:11][CH2:12][O:13][CH2:14][CH2:15][CH2:16][CH2:17][CH2:18][CH2:19][N:20]2[CH2:24][C@@H:23]([C:25]3[CH:36]=[CH:35][C:28]4[O:29][C:30]([CH3:34])([CH3:33])[O:31][CH2:32][C:27]=4[CH:26]=3)[O:22][C:21]2=[O:37])[CH:5]=[CH:6][C:7]=1[NH2:8].[C:38](N1C=CN=C1)(N1C=CN=C1)=[O:39], predict the reaction product. The product is: [CH3:34][C:30]1([CH3:33])[O:29][C:28]2[CH:35]=[CH:36][C:25]([C@H:23]3[O:22][C:21](=[O:37])[N:20]([CH2:19][CH2:18][CH2:17][CH2:16][CH2:15][CH2:14][O:13][CH2:12][CH2:11][CH2:10][CH2:9][C:4]4[CH:5]=[CH:6][C:7]5[NH:8][C:38](=[O:39])[NH:1][C:2]=5[CH:3]=4)[CH2:24]3)=[CH:26][C:27]=2[CH2:32][O:31]1. (6) Given the reactants [NH:1]1[CH2:6][CH2:5][CH2:4][CH2:3][CH:2]1[C:7]1[CH:12]=[CH:11][C:10]([CH2:13][OH:14])=[CH:9][CH:8]=1.[CH3:15][C:16]([O:19][C:20](O[C:20]([O:19][C:16]([CH3:18])([CH3:17])[CH3:15])=[O:21])=[O:21])([CH3:18])[CH3:17], predict the reaction product. The product is: [OH:14][CH2:13][C:10]1[CH:11]=[CH:12][C:7]([CH:2]2[CH2:3][CH2:4][CH2:5][CH2:6][N:1]2[C:20]([O:19][C:16]([CH3:18])([CH3:17])[CH3:15])=[O:21])=[CH:8][CH:9]=1. (7) Given the reactants C([O-])([O-])=O.[K+].[K+].[Br:7][C:8]1[CH:9]=[C:10]([C:14]#[C:15][Si](C)(C)C)[CH:11]=[CH:12][CH:13]=1, predict the reaction product. The product is: [Br:7][C:8]1[CH:9]=[C:10]([C:14]#[CH:15])[CH:11]=[CH:12][CH:13]=1.